Dataset: Forward reaction prediction with 1.9M reactions from USPTO patents (1976-2016). Task: Predict the product of the given reaction. (1) Given the reactants [CH2:1]([O:8][C:9]([NH:11][C:12]1([C:42]2[NH:43][C:44](=[O:54])[C:45]([OH:53])=[C:46]([C:48]([O:50][CH2:51][CH3:52])=[O:49])[N:47]=2)[CH2:17][CH2:16][C:15]([CH2:30][O:31][S:32]([C:35]2[CH:41]=[CH:40][C:38]([CH3:39])=[CH:37][CH:36]=2)(=[O:34])=[O:33])([CH2:18][O:19][S:20]([C:23]2[CH:29]=[CH:28][C:26]([CH3:27])=[CH:25][CH:24]=2)(=[O:22])=[O:21])[CH2:14][CH2:13]1)=[O:10])[C:2]1[CH:7]=[CH:6][CH:5]=[CH:4][CH:3]=1.[C:55](O[C:55](=[O:62])[C:56]1[CH:61]=[CH:60][CH:59]=[CH:58][CH:57]=1)(=[O:62])[C:56]1[CH:61]=[CH:60][CH:59]=[CH:58][CH:57]=1, predict the reaction product. The product is: [C:55]([O:53][C:45]1[C:44](=[O:54])[NH:43][C:42]([C:12]2([NH:11][C:9]([O:8][CH2:1][C:2]3[CH:3]=[CH:4][CH:5]=[CH:6][CH:7]=3)=[O:10])[CH2:17][CH2:16][C:15]([CH2:18][O:19][S:20]([C:23]3[CH:24]=[CH:25][C:26]([CH3:27])=[CH:28][CH:29]=3)(=[O:21])=[O:22])([CH2:30][O:31][S:32]([C:35]3[CH:36]=[CH:37][C:38]([CH3:39])=[CH:40][CH:41]=3)(=[O:33])=[O:34])[CH2:14][CH2:13]2)=[N:47][C:46]=1[C:48]([O:50][CH2:51][CH3:52])=[O:49])(=[O:62])[C:56]1[CH:61]=[CH:60][CH:59]=[CH:58][CH:57]=1. (2) Given the reactants [H-].[Al+3].[Li+].[H-].[H-].[H-].[CH2:7]([C@@H:10]1[NH:15][C:14](=O)[CH2:13][O:12][CH2:11]1)[CH2:8][CH3:9], predict the reaction product. The product is: [CH2:7]([C@H:10]1[CH2:11][O:12][CH2:13][CH2:14][NH:15]1)[CH2:8][CH3:9]. (3) Given the reactants C([O:4][CH2:5][C:6]([CH3:45])([CH3:44])[CH2:7][N:8]1[C:14]2[CH:15]=[CH:16][C:17]([Cl:19])=[CH:18][C:13]=2[C@H:12]([C:20]2C=C[CH:23]=[C:22](C)[C:21]=2[CH3:27])[O:11][C@H:10]([CH2:28][C:29]([NH:31][C:32]2[CH:33]=[CH:34][C:35]([CH3:42])=[C:36]([CH:41]=2)[C:37]([O:39]C)=[O:38])=[O:30])[C:9]1=[O:43])(=O)C.[OH-].[Na+].C(O)C, predict the reaction product. The product is: [Cl:19][C:17]1[CH:16]=[CH:15][C:14]2[N:8]([CH2:7][C:6]([CH3:44])([CH3:45])[CH2:5][OH:4])[C:9](=[O:43])[C@@H:10]([CH2:28][C:29]([NH:31][C:32]3[CH:33]=[CH:34][C:35]([CH3:42])=[C:36]([CH:41]=3)[C:37]([OH:39])=[O:38])=[O:30])[O:11][C@@H:12]([CH2:20][CH:21]([CH3:27])[CH2:22][CH3:23])[C:13]=2[CH:18]=1. (4) Given the reactants [NH:1]([C:8]1[N:9]([C:24]2[CH:29]=[CH:28][CH:27]=[CH:26][CH:25]=2)[C:10]2[C:15]([C:16](=[O:18])[CH:17]=1)=[C:14]([C:19]([F:22])([F:21])[F:20])[CH:13]=[C:12](Cl)[N:11]=2)[C:2]1[CH:7]=[CH:6][CH:5]=[CH:4][CH:3]=1.[CH:30]1[CH:35]=[CH:34][C:33](P([C:30]2[CH:35]=[CH:34][CH:33]=[CH:32][CH:31]=2)[C:30]2[CH:35]=[CH:34][CH:33]=[CH:32][CH:31]=2)=[CH:32][CH:31]=1.C1(B(O)O)C=CC=CC=1.C([O-])([O-])=O.[K+].[K+], predict the reaction product. The product is: [NH:1]([C:8]1[N:9]([C:24]2[CH:29]=[CH:28][CH:27]=[CH:26][CH:25]=2)[C:10]2[C:15]([C:16](=[O:18])[CH:17]=1)=[C:14]([C:19]([F:22])([F:21])[F:20])[CH:13]=[C:12]([C:30]1[CH:35]=[CH:34][CH:33]=[CH:32][CH:31]=1)[N:11]=2)[C:2]1[CH:7]=[CH:6][CH:5]=[CH:4][CH:3]=1. (5) Given the reactants [CH3:1][O:2][C:3]1[CH:8]=[CH:7][C:6]([C:9](=O)[CH2:10][C:11]2[CH:16]=[CH:15][CH:14]=[CH:13][CH:12]=2)=[CH:5][CH:4]=1.[CH2:18]([O:20][C:21]1[CH:22]=[C:23]([CH:26]=[C:27]([N+:30]([O-:32])=[O:31])[C:28]=1[OH:29])[CH:24]=O)[CH3:19].[NH2:33][C:34]([NH2:36])=[O:35].Cl, predict the reaction product. The product is: [CH2:18]([O:20][C:21]1[CH:22]=[C:23]([CH:24]2[C:10]([C:11]3[CH:16]=[CH:15][CH:14]=[CH:13][CH:12]=3)=[C:9]([C:6]3[CH:7]=[CH:8][C:3]([O:2][CH3:1])=[CH:4][CH:5]=3)[NH:36][C:34](=[O:35])[NH:33]2)[CH:26]=[C:27]([N+:30]([O-:32])=[O:31])[C:28]=1[OH:29])[CH3:19]. (6) Given the reactants O[C:2]1([C:6]2[CH:13]=[CH:12][C:9]([C:10]#[N:11])=[CH:8][CH:7]=2)[CH2:5][O:4][CH2:3]1.C(N(S(F)(F)[F:20])CC)C.[OH-].[Na+], predict the reaction product. The product is: [F:20][C:2]1([C:6]2[CH:13]=[CH:12][C:9]([C:10]#[N:11])=[CH:8][CH:7]=2)[CH2:5][O:4][CH2:3]1.